From a dataset of Acute oral toxicity (LD50) regression data from Zhu et al.. Regression/Classification. Given a drug SMILES string, predict its toxicity properties. Task type varies by dataset: regression for continuous values (e.g., LD50, hERG inhibition percentage) or binary classification for toxic/non-toxic outcomes (e.g., AMES mutagenicity, cardiotoxicity, hepatotoxicity). Dataset: ld50_zhu. (1) The drug is O=C(NCCN1CCOCC1)c1ccc(Cl)cc1. The rat oral LD50 is 2.58, given as -log10 of the dose in mol/kg body weight (higher means more acutely toxic). (2) The compound is Cc1ncc([N+](=O)[O-])n1CC(O)CCl. The rat oral LD50 is 2.09, given as -log10 of the dose in mol/kg body weight (higher means more acutely toxic).